The task is: Regression. Given a peptide amino acid sequence and an MHC pseudo amino acid sequence, predict their binding affinity value. This is MHC class II binding data.. This data is from Peptide-MHC class II binding affinity with 134,281 pairs from IEDB. (1) The peptide sequence is LHFSEALRIIAGTPE. The MHC is DRB1_1501 with pseudo-sequence DRB1_1501. The binding affinity (normalized) is 0.540. (2) The peptide sequence is AAVVRFQEAANKQKQ. The MHC is DRB5_0101 with pseudo-sequence DRB5_0101. The binding affinity (normalized) is 0.751. (3) The MHC is HLA-DQA10501-DQB10201 with pseudo-sequence HLA-DQA10501-DQB10201. The binding affinity (normalized) is 0.108. The peptide sequence is FPGGKCSGITVSSTY. (4) The peptide sequence is WIILGLNKIVRMYSPVSI. The MHC is DRB4_0101 with pseudo-sequence DRB4_0103. The binding affinity (normalized) is 0.630. (5) The peptide sequence is ALTKAITAMSEVQKV. The MHC is HLA-DQA10101-DQB10501 with pseudo-sequence HLA-DQA10101-DQB10501. The binding affinity (normalized) is 0.0169. (6) The peptide sequence is GWNDWENVPFCSHHF. The MHC is HLA-DQA10501-DQB10402 with pseudo-sequence HLA-DQA10501-DQB10402. The binding affinity (normalized) is 0.492. (7) The peptide sequence is INEPTAAANAYGLDR. The MHC is HLA-DQA10401-DQB10402 with pseudo-sequence HLA-DQA10401-DQB10402. The binding affinity (normalized) is 0.362.